Dataset: Full USPTO retrosynthesis dataset with 1.9M reactions from patents (1976-2016). Task: Predict the reactants needed to synthesize the given product. Given the product [Br:8][C:4]1[N:3]=[C:2]([C:26]2[S:22][CH:23]=[N:24][CH:25]=2)[CH:7]=[CH:6][CH:5]=1, predict the reactants needed to synthesize it. The reactants are: Br[C:2]1[CH:7]=[CH:6][CH:5]=[C:4]([Br:8])[N:3]=1.C(O)(=O)C(C)(C)C.C(=O)([O-])[O-].[K+].[K+].[S:22]1[CH:26]=[CH:25][N:24]=[CH:23]1.